This data is from Full USPTO retrosynthesis dataset with 1.9M reactions from patents (1976-2016). The task is: Predict the reactants needed to synthesize the given product. Given the product [CH:33]1([CH2:32][O:31][C:22]2[CH:23]=[CH:24][C:25]([C:27]([F:30])([F:29])[F:28])=[CH:26][C:21]=2[C:20]2[C:15]3[NH:14][C:13]([CH3:36])=[C:12]([C:10]([NH:9][C@H:6]4[CH2:7][CH2:8][C@@H:3]([NH:2][C:37](=[O:40])[CH2:38][CH3:39])[CH2:4][CH2:5]4)=[O:11])[C:16]=3[N:17]=[CH:18][N:19]=2)[CH2:34][CH2:35]1, predict the reactants needed to synthesize it. The reactants are: Cl.[NH2:2][C@@H:3]1[CH2:8][CH2:7][C@H:6]([NH:9][C:10]([C:12]2[C:16]3[N:17]=[CH:18][N:19]=[C:20]([C:21]4[CH:26]=[C:25]([C:27]([F:30])([F:29])[F:28])[CH:24]=[CH:23][C:22]=4[O:31][CH2:32][CH:33]4[CH2:35][CH2:34]4)[C:15]=3[NH:14][C:13]=2[CH3:36])=[O:11])[CH2:5][CH2:4]1.[C:37](Cl)(=[O:40])[CH2:38][CH3:39].